From a dataset of Full USPTO retrosynthesis dataset with 1.9M reactions from patents (1976-2016). Predict the reactants needed to synthesize the given product. Given the product [Cl:29][C:27]1[N:26]=[N:25][C:24]([O:6][C:5]2[C:7]([CH3:11])=[CH:8][CH:9]=[CH:10][C:4]=2[CH:1]2[CH2:3][CH2:2]2)=[C:23]([OH:22])[CH:28]=1, predict the reactants needed to synthesize it. The reactants are: [CH:1]1([C:4]2[CH:10]=[CH:9][CH:8]=[C:7]([CH3:11])[C:5]=2[O-:6])[CH2:3][CH2:2]1.[Na+].CC(O)CCCCCC.[OH:22][C:23]1[CH:28]=[C:27]([Cl:29])[N:26]=[N:25][C:24]=1Cl.C1(C2C=CC=C(C)C=2O)CC1.